This data is from Peptide-MHC class II binding affinity with 134,281 pairs from IEDB. The task is: Regression. Given a peptide amino acid sequence and an MHC pseudo amino acid sequence, predict their binding affinity value. This is MHC class II binding data. (1) The peptide sequence is TCEICALKPKIIYCN. The MHC is DRB1_1302 with pseudo-sequence DRB1_1302. The binding affinity (normalized) is 0.541. (2) The peptide sequence is NHFFNHHKVMLLGHD. The MHC is HLA-DQA10501-DQB10201 with pseudo-sequence HLA-DQA10501-DQB10201. The binding affinity (normalized) is 0.178. (3) The peptide sequence is PATPAAPGAGYTPAT. The MHC is DRB4_0101 with pseudo-sequence DRB4_0103. The binding affinity (normalized) is 0.